This data is from Full USPTO retrosynthesis dataset with 1.9M reactions from patents (1976-2016). The task is: Predict the reactants needed to synthesize the given product. (1) Given the product [CH2:12]([N:9]1[C:10]2[C:5](=[CH:4][N:3]=[C:2]([NH:1][C:34](=[O:35])[O:36][C:37]([CH3:39])=[CH2:38])[CH:11]=2)[CH:6]=[C:7]([C:15]2[CH:20]=[C:19]([NH:21][C:22]([NH:24][C:25]3[CH:26]=[CH:27][CH:28]=[CH:29][CH:30]=3)=[O:23])[C:18]([F:31])=[CH:17][C:16]=2[CH3:32])[C:8]1=[O:14])[CH3:13], predict the reactants needed to synthesize it. The reactants are: [NH2:1][C:2]1[CH:11]=[C:10]2[C:5]([CH:6]=[C:7]([C:15]3[C:16]([CH3:32])=[CH:17][C:18]([F:31])=[C:19]([NH:21][C:22]([NH:24][C:25]4[CH:30]=[CH:29][CH:28]=[CH:27][CH:26]=4)=[O:23])[CH:20]=3)[C:8](=[O:14])[N:9]2[CH2:12][CH3:13])=[CH:4][N:3]=1.Cl[C:34]([O:36][C:37]([CH3:39])=[CH2:38])=[O:35].O. (2) Given the product [CH:13]1([C:16]([C:17]2[CH:18]=[C:19]([CH:22]=[CH:23][CH:24]=2)[C:20]#[N:21])=[O:25])[CH2:15][CH2:14]1, predict the reactants needed to synthesize it. The reactants are: I(C1C=CC=CC=1C(O)=O)(=O)=O.[CH:13]1([CH:16]([OH:25])[C:17]2[CH:18]=[C:19]([CH:22]=[CH:23][CH:24]=2)[C:20]#[N:21])[CH2:15][CH2:14]1.